This data is from Forward reaction prediction with 1.9M reactions from USPTO patents (1976-2016). The task is: Predict the product of the given reaction. (1) Given the reactants [NH2:1][C:2]1[CH:3]=[C:4]([N:12]([CH2:20][CH2:21][CH2:22][N:23]([CH3:25])[CH3:24])[C:13](=[O:19])[O:14][C:15]([CH3:18])([CH3:17])[CH3:16])[CH:5]=[C:6]([C:8]([F:11])([F:10])[F:9])[CH:7]=1.[ClH:26].C(OCC)C, predict the reaction product. The product is: [ClH:26].[NH2:1][C:2]1[CH:3]=[C:4]([N:12]([CH2:20][CH2:21][CH2:22][N:23]([CH3:25])[CH3:24])[C:13](=[O:19])[O:14][C:15]([CH3:16])([CH3:17])[CH3:18])[CH:5]=[C:6]([C:8]([F:11])([F:10])[F:9])[CH:7]=1. (2) Given the reactants [NH2:1][C:2](=[N:12][OH:13])[C:3]1C=C[C:6](C(N)=O)=[CH:5][CH:4]=1.[OH:14]C1C=C(C=CC=1)C#N, predict the reaction product. The product is: [OH:13][N:12]=[C:2]([C:3]1[O:14][CH:6]=[CH:5][CH:4]=1)[NH2:1].